Dataset: Full USPTO retrosynthesis dataset with 1.9M reactions from patents (1976-2016). Task: Predict the reactants needed to synthesize the given product. (1) Given the product [Cl:1][C:2]1[C:3]([C:19]([NH:21][CH2:22][C:23]23[CH2:32][CH:27]4[CH2:28][CH:29]([CH2:31][CH:25]([CH2:26]4)[CH2:24]2)[CH2:30]3)=[O:20])=[CH:4][C:5]([C:8]2[CH:18]=[CH:17][CH:16]=[CH:15][C:9]=2[C:10]([OH:12])=[O:11])=[N:6][CH:7]=1, predict the reactants needed to synthesize it. The reactants are: [Cl:1][C:2]1[C:3]([C:19]([NH:21][CH2:22][C:23]23[CH2:32][CH:27]4[CH2:28][CH:29]([CH2:31][CH:25]([CH2:26]4)[CH2:24]2)[CH2:30]3)=[O:20])=[CH:4][C:5]([C:8]2[CH:18]=[CH:17][CH:16]=[CH:15][C:9]=2[C:10]([O:12]CC)=[O:11])=[N:6][CH:7]=1.[OH-].[Na+].Cl. (2) Given the product [CH:34]1([N:23]2[CH2:24][CH2:25][CH:20]([O:19][C:15]3[CH:16]=[C:17]4[C:12](=[CH:13][CH:14]=3)[N:11]([CH:26]([CH3:27])[CH3:28])[C:10]([C:8]([N:5]3[CH2:6][CH2:7][S:2](=[O:1])(=[O:29])[CH2:3][CH2:4]3)=[O:9])=[CH:18]4)[CH2:21][CH2:22]2)[CH2:37][CH2:36][CH2:35]1, predict the reactants needed to synthesize it. The reactants are: [O:1]=[S:2]1(=[O:29])[CH2:7][CH2:6][N:5]([C:8]([C:10]2[N:11]([CH:26]([CH3:28])[CH3:27])[C:12]3[C:17]([CH:18]=2)=[CH:16][C:15]([O:19][CH:20]2[CH2:25][CH2:24][NH:23][CH2:22][CH2:21]2)=[CH:14][CH:13]=3)=[O:9])[CH2:4][CH2:3]1.C(O)(=O)C.[CH2:34]1[CH2:37][CH2:36][CH2:35]1.C(O[BH-](OC(=O)C)OC(=O)C)(=O)C.[Na+]. (3) Given the product [F:28][C:20]1[CH:21]=[C:22]([N+:25]([O-:27])=[O:26])[CH:23]=[CH:24][C:19]=1[CH:2]([C:3]([O:5][CH2:6][CH3:7])=[O:4])[C:1]([O:9][CH2:10][CH3:11])=[O:8], predict the reactants needed to synthesize it. The reactants are: [C:1]([O:9][CH2:10][CH3:11])(=[O:8])[CH2:2][C:3]([O:5][CH2:6][CH3:7])=[O:4].C([O-])([O-])=O.[K+].[K+].F[C:19]1[CH:24]=[CH:23][C:22]([N+:25]([O-:27])=[O:26])=[CH:21][C:20]=1[F:28]. (4) Given the product [F:1][C:2]1[CH:9]=[CH:8][C:5]([C:6](=[NH:7])[NH:12][OH:11])=[CH:4][CH:3]=1, predict the reactants needed to synthesize it. The reactants are: [F:1][C:2]1[CH:9]=[CH:8][C:5]([C:6]#[N:7])=[CH:4][CH:3]=1.Cl.[OH:11][NH2:12].C(=O)([O-])[O-].[K+].[K+]. (5) Given the product [N:33]1([CH2:32][CH2:31][O:30][C:27]2[CH:28]=[CH:29][C:24]([NH:23][C:21]3[N:22]=[C:18]4[CH:17]=[CH:16][CH:15]=[C:14]([C:10]5[CH:9]=[C:8]([OH:7])[CH:13]=[CH:12][CH:11]=5)[N:19]4[N:20]=3)=[CH:25][CH:26]=2)[CH2:34][CH2:35][CH2:36][CH2:37]1, predict the reactants needed to synthesize it. The reactants are: COC1C=CC([O:7][C:8]2[CH:9]=[C:10]([C:14]3[N:19]4[N:20]=[C:21]([NH:23][C:24]5[CH:29]=[CH:28][C:27]([O:30][CH2:31][CH2:32][N:33]6[CH2:37][CH2:36][CH2:35][CH2:34]6)=[CH:26][CH:25]=5)[N:22]=[C:18]4[CH:17]=[CH:16][CH:15]=3)[CH:11]=[CH:12][CH:13]=2)=CC=1.FC(F)(F)C(O)=O.C(=O)([O-])O.[Na+]. (6) The reactants are: [O:1]1CCO[CH:2]1[C:6]1[C:11]([CH3:12])=[CH:10][C:9]([NH:13][C:14]([CH2:16][CH2:17][N:18]2[CH2:23][CH2:22][CH:21]([O:24][C:25](=[O:39])[NH:26][C:27]3[CH:32]=[CH:31][CH:30]=[CH:29][C:28]=3[C:33]3[CH:38]=[CH:37][CH:36]=[CH:35][CH:34]=3)[CH2:20][CH2:19]2)=[O:15])=[C:8]([CH3:40])[CH:7]=1.C(#N)C.Cl.[OH-].[Na+]. Given the product [CH:2]([C:6]1[C:11]([CH3:12])=[CH:10][C:9]([NH:13][C:14]([CH2:16][CH2:17][N:18]2[CH2:19][CH2:20][CH:21]([O:24][C:25](=[O:39])[NH:26][C:27]3[CH:32]=[CH:31][CH:30]=[CH:29][C:28]=3[C:33]3[CH:38]=[CH:37][CH:36]=[CH:35][CH:34]=3)[CH2:22][CH2:23]2)=[O:15])=[C:8]([CH3:40])[CH:7]=1)=[O:1], predict the reactants needed to synthesize it. (7) Given the product [F:1][C:2]1[CH:7]=[C:6]([F:8])[CH:5]=[CH:4][C:3]=1[N:9]1[C:13]([NH:14][CH2:15][CH3:16])=[C:12]([NH2:17])[CH:11]=[N:10]1, predict the reactants needed to synthesize it. The reactants are: [F:1][C:2]1[CH:7]=[C:6]([F:8])[CH:5]=[CH:4][C:3]=1[N:9]1[C:13]([NH:14][CH2:15][CH3:16])=[C:12]([N:17]=O)[CH:11]=[N:10]1.[H][H].